From a dataset of Peptide-MHC class I binding affinity with 185,985 pairs from IEDB/IMGT. Regression. Given a peptide amino acid sequence and an MHC pseudo amino acid sequence, predict their binding affinity value. This is MHC class I binding data. (1) The peptide sequence is SRQRQAIPY. The MHC is HLA-A69:01 with pseudo-sequence HLA-A69:01. The binding affinity (normalized) is 0.0847. (2) The peptide sequence is ATRAVMMGL. The MHC is HLA-A01:01 with pseudo-sequence HLA-A01:01. The binding affinity (normalized) is 0.0847.